Dataset: Reaction yield outcomes from USPTO patents with 853,638 reactions. Task: Predict the reaction yield, written as a fraction of the theoretical maximum amount of product (1.0 means a 100% yield; for example, 0.34 means a 34% yield). The reactants are [C:1]([C:5]1[N:6]=[CH:7][C:8]2[NH:9][C:10]3[C:15]([C:16]=2[CH:17]=1)=[CH:14][CH:13]=[CH:12][CH:11]=3)(OC)=[O:2].[BH4-].[Na+].O. The catalyst is C1COCC1. The product is [OH:2][CH2:1][C:5]1[N:6]=[CH:7][C:8]2[NH:9][C:10]3[C:15]([C:16]=2[CH:17]=1)=[CH:14][CH:13]=[CH:12][CH:11]=3. The yield is 0.810.